From a dataset of Forward reaction prediction with 1.9M reactions from USPTO patents (1976-2016). Predict the product of the given reaction. (1) Given the reactants [CH3:1][O:2][C:3]1[CH:10]=[C:9]([N+:11]([O-])=O)[CH:8]=[CH:7][C:4]=1[C:5]#[N:6], predict the reaction product. The product is: [NH2:11][C:9]1[CH:8]=[CH:7][C:4]([C:5]#[N:6])=[C:3]([O:2][CH3:1])[CH:10]=1. (2) Given the reactants [OH:1][CH2:2][CH:3]1[CH2:8][CH2:7][CH2:6][CH2:5][N:4]1[CH3:9].[Br:10][C:11]1[CH:12]=[C:13]([N:17]=[C:18]=[O:19])[CH:14]=[CH:15][CH:16]=1, predict the reaction product. The product is: [CH3:9][N:4]1[CH2:5][CH2:6][CH2:7][CH2:8][CH:3]1[CH2:2][O:1][C:18](=[O:19])[NH:17][C:13]1[CH:14]=[CH:15][CH:16]=[C:11]([Br:10])[CH:12]=1. (3) Given the reactants [NH2:1][C:2]1[C:3]([N:17]([CH:22]2[CH2:27][CH2:26][CH2:25][CH2:24][CH2:23]2)[CH2:18][CH:19]([CH3:21])[CH3:20])=[CH:4][C:5]([F:16])=[C:6]([C@H:8]2[CH2:10][C@H:9]2[C:11]([O:13]CC)=[O:12])[CH:7]=1.[Li+].[OH-].Cl, predict the reaction product. The product is: [NH2:1][C:2]1[C:3]([N:17]([CH:22]2[CH2:23][CH2:24][CH2:25][CH2:26][CH2:27]2)[CH2:18][CH:19]([CH3:21])[CH3:20])=[CH:4][C:5]([F:16])=[C:6]([C@H:8]2[CH2:10][C@H:9]2[C:11]([OH:13])=[O:12])[CH:7]=1. (4) Given the reactants [Cl:1][C:2]1[CH:3]=[C:4]([NH2:19])[CH:5]=[N:6][C:7]=1[O:8][C:9]1[N:10]=[CH:11][C:12]2[C:17]([CH:18]=1)=[CH:16][CH:15]=[CH:14][CH:13]=2.[Cl:20][C:21]1[CH:26]=[CH:25][C:24]([S:27](Cl)(=[O:29])=[O:28])=[C:23]([F:31])[CH:22]=1, predict the reaction product. The product is: [Cl:20][C:21]1[CH:26]=[CH:25][C:24]([S:27]([NH:19][C:4]2[CH:5]=[N:6][C:7]([O:8][C:9]3[N:10]=[CH:11][C:12]4[C:17]([CH:18]=3)=[CH:16][CH:15]=[CH:14][CH:13]=4)=[C:2]([Cl:1])[CH:3]=2)(=[O:28])=[O:29])=[C:23]([F:31])[CH:22]=1. (5) Given the reactants [CH:1]1[C:6]2[CH2:7][CH2:8][C:9](=O)[CH2:10][CH2:11][C:5]=2[CH:4]=[CH:3][CH:2]=1.Cl.[NH2:14][OH:15].C(=O)([O-])[O-].[Na+].[Na+], predict the reaction product. The product is: [OH:15][NH:14][CH:9]1[CH2:8][CH2:7][C:6]2[CH:1]=[CH:2][CH:3]=[CH:4][C:5]=2[CH2:11][CH2:10]1. (6) Given the reactants F[C:2]1[CH:7]=[C:6]([C:8]2[C:16]([C:17]3[CH:22]=[CH:21][N:20]=[C:19]([NH:23][CH:24]([CH3:26])[CH3:25])[N:18]=3)=[C:11]3[CH:12]=[CH:13][CH:14]=[CH:15][N:10]3[N:9]=2)[CH:5]=[CH:4][N:3]=1.[CH:27]1([NH2:32])[CH2:31][CH2:30][CH2:29][CH2:28]1, predict the reaction product. The product is: [CH:27]1([NH:32][C:2]2[CH:7]=[C:6]([C:8]3[C:16]([C:17]4[CH:22]=[CH:21][N:20]=[C:19]([NH:23][CH:24]([CH3:25])[CH3:26])[N:18]=4)=[C:11]4[CH:12]=[CH:13][CH:14]=[CH:15][N:10]4[N:9]=3)[CH:5]=[CH:4][N:3]=2)[CH2:31][CH2:30][CH2:29][CH2:28]1. (7) The product is: [C:1]([C:5]1[CH:6]=[C:7]([CH:16]([OH:19])[C:17]#[C:18][C:21]2[CH:29]=[CH:28][C:24]([C:25]([OH:27])=[O:26])=[CH:23][CH:22]=2)[CH:8]=[CH:9][C:10]=1[N:11]1[CH2:12][CH2:13][CH2:14][CH2:15]1)([CH3:4])([CH3:3])[CH3:2]. Given the reactants [C:1]([C:5]1[CH:6]=[C:7]([CH:16]([OH:19])[C:17]#[CH:18])[CH:8]=[CH:9][C:10]=1[N:11]1[CH2:15][CH2:14][CH2:13][CH2:12]1)([CH3:4])([CH3:3])[CH3:2].I[C:21]1[CH:29]=[CH:28][C:24]([C:25]([OH:27])=[O:26])=[CH:23][CH:22]=1, predict the reaction product.